From a dataset of Forward reaction prediction with 1.9M reactions from USPTO patents (1976-2016). Predict the product of the given reaction. (1) Given the reactants Cl.[F:2][C:3]1[C:4]([C:9](=[NH:11])[NH2:10])=[N:5][CH:6]=[CH:7][CH:8]=1.[Cl:12][C:13]1[CH:20]=[C:19]([Cl:21])[CH:18]=[CH:17][C:14]=1[CH:15]=O.O=[C:23]([CH3:30])[CH2:24][C:25]([O:27][CH2:28][CH3:29])=[O:26], predict the reaction product. The product is: [Cl:12][C:13]1[CH:20]=[C:19]([Cl:21])[CH:18]=[CH:17][C:14]=1[CH:15]1[C:24]([C:25]([O:27][CH2:28][CH3:29])=[O:26])=[C:23]([CH3:30])[NH:10][C:9]([C:4]2[C:3]([F:2])=[CH:8][CH:7]=[CH:6][N:5]=2)=[N:11]1. (2) Given the reactants NC1(C2C=CC(C3C(C4C=CC=CC=4)=CC4C(=O)CCCC=4N=3)=CC=2)CCC1.C(OC(=O)[NH:35][C:36]1([C:40]2[CH:45]=[CH:44][C:43]([C:46]3[C:55]([C:56]4[CH:61]=[CH:60][CH:59]=[CH:58][CH:57]=4)=[CH:54][C:53]4[CH2:52][N:51]([CH2:62][CH3:63])[CH2:50][CH2:49][C:48]=4[N:47]=3)=[CH:42][CH:41]=2)[CH2:39][CH2:38][CH2:37]1)(C)(C)C, predict the reaction product. The product is: [CH2:62]([N:51]1[CH2:50][CH2:49][C:48]2[N:47]=[C:46]([C:43]3[CH:44]=[CH:45][C:40]([C:36]4([NH2:35])[CH2:37][CH2:38][CH2:39]4)=[CH:41][CH:42]=3)[C:55]([C:56]3[CH:57]=[CH:58][CH:59]=[CH:60][CH:61]=3)=[CH:54][C:53]=2[CH2:52]1)[CH3:63]. (3) Given the reactants [C:1]([NH:8][CH2:9][CH2:10][C:11]1[CH:16]=[CH:15][C:14]([OH:17])=[CH:13][CH:12]=1)([O:3][C:4]([CH3:7])([CH3:6])[CH3:5])=[O:2].[CH2:18]([O:20][P:21](C#N)(=[O:25])[O:22][CH2:23][CH3:24])[CH3:19].C(N(CC)CC)C, predict the reaction product. The product is: [CH2:18]([O:20][P:21]([O:17][C:14]1[CH:15]=[CH:16][C:11]([CH2:10][CH2:9][NH:8][C:1](=[O:2])[O:3][C:4]([CH3:6])([CH3:7])[CH3:5])=[CH:12][CH:13]=1)([O:22][CH2:23][CH3:24])=[O:25])[CH3:19].